Task: Predict the product of the given reaction.. Dataset: Forward reaction prediction with 1.9M reactions from USPTO patents (1976-2016) (1) Given the reactants [CH:1]([C:3]1[C:4]([NH:9]C(=O)C(C)(C)C)=[N:5][CH:6]=[CH:7][CH:8]=1)=[O:2].[OH-].[Na+].C(OCC)(=O)C, predict the reaction product. The product is: [NH2:9][C:4]1[C:3]([CH2:1][OH:2])=[CH:8][CH:7]=[CH:6][N:5]=1. (2) Given the reactants [CH3:1][S:2]([N:5]1[CH2:10][CH2:9][N:8]([C@@H:11]2[CH2:15][NH:14][C@H:13]([C:16]([NH:18][C:19]3[CH:31]=[CH:30][C:22]([C:23]([O:25][C:26]([CH3:29])([CH3:28])[CH3:27])=[O:24])=[CH:21][CH:20]=3)=[O:17])[CH2:12]2)[CH2:7][CH2:6]1)(=[O:4])=[O:3].[CH3:32][C:33]([O:36][C:37]([NH:39][CH2:40][C@H:41]1[CH2:46][CH2:45][C@H:44]([C:47](O)=[O:48])[CH2:43][CH2:42]1)=[O:38])([CH3:35])[CH3:34], predict the reaction product. The product is: [CH3:35][C:33]([O:36][C:37]([NH:39][CH2:40][C@H:41]1[CH2:46][CH2:45][C@H:44]([C:47]([N:14]2[CH2:15][C@@H:11]([N:8]3[CH2:9][CH2:10][N:5]([S:2]([CH3:1])(=[O:4])=[O:3])[CH2:6][CH2:7]3)[CH2:12][C@H:13]2[C:16]([NH:18][C:19]2[CH:31]=[CH:30][C:22]([C:23]([O:25][C:26]([CH3:28])([CH3:27])[CH3:29])=[O:24])=[CH:21][CH:20]=2)=[O:17])=[O:48])[CH2:43][CH2:42]1)=[O:38])([CH3:32])[CH3:34]. (3) Given the reactants [CH3:1][C:2]1[CH:7]=[CH:6][C:5]([C:8]2[O:9][C:10]([CH3:13])=[N:11][N:12]=2)=[CH:4][C:3]=1[C:14]1[CH:19]=[CH:18][C:17]([C:20]([NH:22][CH2:23][C:24]2[CH:29]=[CH:28][C:27]([CH3:30])=[CH:26][CH:25]=2)=[O:21])=[CH:16][CH:15]=1.[CH:31]1([CH2:34]Br)[CH2:33][CH2:32]1, predict the reaction product. The product is: [CH:31]1([CH2:34][N:22]([CH2:23][C:24]2[CH:25]=[CH:26][C:27]([CH3:30])=[CH:28][CH:29]=2)[C:20]([C:17]2[CH:18]=[CH:19][C:14]([C:3]3[CH:4]=[C:5]([C:8]4[O:9][C:10]([CH3:13])=[N:11][N:12]=4)[CH:6]=[CH:7][C:2]=3[CH3:1])=[CH:15][CH:16]=2)=[O:21])[CH2:33][CH2:32]1.